From a dataset of NCI-60 drug combinations with 297,098 pairs across 59 cell lines. Regression. Given two drug SMILES strings and cell line genomic features, predict the synergy score measuring deviation from expected non-interaction effect. (1) Drug 1: CC1OCC2C(O1)C(C(C(O2)OC3C4COC(=O)C4C(C5=CC6=C(C=C35)OCO6)C7=CC(=C(C(=C7)OC)O)OC)O)O. Drug 2: CC(C)(C#N)C1=CC=C(C=C1)N2C3=C4C=C(C=CC4=NC=C3N(C2=O)C)C5=CC6=CC=CC=C6N=C5. Cell line: NCIH23. Synergy scores: CSS=63.9, Synergy_ZIP=-3.33, Synergy_Bliss=-4.94, Synergy_Loewe=-1.72, Synergy_HSA=1.38. (2) Drug 1: CN1C(=O)N2C=NC(=C2N=N1)C(=O)N. Drug 2: CC1CCCC2(C(O2)CC(NC(=O)CC(C(C(=O)C(C1O)C)(C)C)O)C(=CC3=CSC(=N3)C)C)C. Cell line: SN12C. Synergy scores: CSS=35.0, Synergy_ZIP=-0.0307, Synergy_Bliss=-3.65, Synergy_Loewe=-31.2, Synergy_HSA=-5.87.